From a dataset of Forward reaction prediction with 1.9M reactions from USPTO patents (1976-2016). Predict the product of the given reaction. (1) Given the reactants C(N(CC)CC)C.[NH2:8][C:9]1[CH:14]=[CH:13][CH:12]=[C:11]([NH2:15])[N:10]=1.[F:16][C:17]1[CH:25]=[CH:24][C:20]([C:21](Cl)=[O:22])=[CH:19][CH:18]=1, predict the reaction product. The product is: [NH2:15][C:11]1[N:10]=[C:9]([NH:8][C:21](=[O:22])[C:20]2[CH:24]=[CH:25][C:17]([F:16])=[CH:18][CH:19]=2)[CH:14]=[CH:13][CH:12]=1. (2) Given the reactants [CH2:1]([C:3]1[CH:4]=[C:5]([O:16]C)[CH:6]=[C:7]2[C:12]=1[C:11](=[O:13])[CH2:10][CH2:9][C:8]2([CH3:15])[CH3:14])[CH3:2].[C-]#N.[Na+].C#N.Cl, predict the reaction product. The product is: [CH2:1]([C:3]1[CH:4]=[C:5]([OH:16])[CH:6]=[C:7]2[C:12]=1[C:11](=[O:13])[CH2:10][CH2:9][C:8]2([CH3:15])[CH3:14])[CH3:2]. (3) The product is: [C:1]([O:5][C:6](=[O:28])[C:7]([S:10][C:11]1[CH:16]=[CH:15][CH:14]=[C:13]([CH2:17][CH2:18][NH:19][CH2:20][CH2:21][CH2:22][CH2:23][CH2:24][CH2:25][CH3:26])[CH:12]=1)([CH3:9])[CH3:8])([CH3:4])([CH3:3])[CH3:2]. Given the reactants [C:1]([O:5][C:6](=[O:28])[C:7]([S:10][C:11]1[CH:16]=[CH:15][CH:14]=[C:13]([CH2:17][CH2:18][NH:19][C:20](=O)[CH2:21][CH2:22][CH2:23][CH2:24][CH2:25][CH3:26])[CH:12]=1)([CH3:9])[CH3:8])([CH3:4])([CH3:3])[CH3:2].[BH4-].[Na+].B(F)(F)F.CCOCC.CO, predict the reaction product. (4) Given the reactants [NH:1]1[CH2:9][CH2:8][NH:7][CH2:6][CH2:5][NH:4][CH2:3][CH2:2]1.C1(C)C=CC(S(N[CH2:20][CH2:21][O:22][S:23]([C:26]2[CH:31]=[CH:30][C:29]([CH3:32])=[CH:28][CH:27]=2)(=[O:25])=[O:24])(=O)=O)=CC=1, predict the reaction product. The product is: [C:29]1([CH3:32])[CH:30]=[CH:31][C:26]([S:23]([O:22][CH2:21][CH2:20][N:1]2[CH2:9][CH2:8][N:7]([CH2:20][CH2:21][O:22][S:23]([C:26]3[CH:31]=[CH:30][C:29]([CH3:32])=[CH:28][CH:27]=3)(=[O:25])=[O:24])[CH2:6][CH2:5][N:4]([CH2:20][CH2:21][O:22][S:23]([C:26]3[CH:27]=[CH:28][C:29]([CH3:32])=[CH:30][CH:31]=3)(=[O:24])=[O:25])[CH2:3][CH2:2]2)(=[O:25])=[O:24])=[CH:27][CH:28]=1. (5) Given the reactants [CH2:1]([O:3][C:4]([N:6]1[C:14]2[C:9](=[CH:10][CH:11]=[C:12]([Cl:15])[CH:13]=2)/[C:8](=[CH:16]/[C:17]2[CH:22]=[CH:21][CH:20]=[C:19]([Cl:23])[CH:18]=2)/[C:7]1=[O:24])=[O:5])[CH3:2].[Cl:25][C:26]1[CH:31]=[CH:30][C:29]([CH:32]=[N:33][C:34]([O:36][Si](C)(C)C)=[CH2:35])=[CH:28][CH:27]=1, predict the reaction product. The product is: [CH2:1]([O:3][C:4]([N:6]1[C:14]2[C:9](=[CH:10][CH:11]=[C:12]([Cl:15])[CH:13]=2)[C:8]2([CH:16]([C:17]3[CH:22]=[CH:21][CH:20]=[C:19]([Cl:23])[CH:18]=3)[CH2:35][C:34](=[O:36])[NH:33][CH:32]2[C:29]2[CH:30]=[CH:31][C:26]([Cl:25])=[CH:27][CH:28]=2)[C:7]1=[O:24])=[O:5])[CH3:2]. (6) The product is: [CH2:18]([O:17][CH2:16][C:9]1[C:10]([O:14][CH3:15])=[CH:11][CH:12]=[CH:13][C:8]=1[C:7]([NH:6][N:5]([C:1]([CH3:4])([CH3:3])[CH3:2])[C:26](=[O:27])[C:25]1[CH:29]=[C:30]([CH3:32])[CH:31]=[C:23]([CH3:22])[CH:24]=1)=[O:21])[CH:19]=[CH2:20]. Given the reactants [C:1]([NH:5][NH:6][C:7](=[O:21])[C:8]1[CH:13]=[CH:12][CH:11]=[C:10]([O:14][CH3:15])[C:9]=1[CH2:16][O:17][CH2:18][CH:19]=[CH2:20])([CH3:4])([CH3:3])[CH3:2].[CH3:22][C:23]1[CH:24]=[C:25]([CH:29]=[C:30]([CH3:32])[CH:31]=1)[C:26](Cl)=[O:27].C([O-])([O-])=O.[K+].[K+], predict the reaction product.